Predict which catalyst facilitates the given reaction. From a dataset of Catalyst prediction with 721,799 reactions and 888 catalyst types from USPTO. (1) Reactant: [N:1]([CH2:4][C:5]1[CH:10]=[C:9]([C:11]([F:14])([F:13])[F:12])[CH:8]=[C:7]([C:15]([F:18])([F:17])[F:16])[CH:6]=1)=[N+:2]=[N-:3].C(=O)([O-])[O-].[K+].[K+].P(O)(O)(O)=O.[Cl:30][C:31]1[CH:36]=[CH:35][CH:34]=[CH:33][C:32]=1[C:37]([C:39]1[C:40]([CH:45]=[C:46](O)[C:47]2[CH:52]=[CH:51][N:50]=[CH:49][CH:48]=2)=[N:41][CH:42]=[CH:43][CH:44]=1)=[O:38].[OH-].[Na+]. Product: [F:18][C:15]([F:16])([F:17])[C:7]1[CH:6]=[C:5]([CH:10]=[C:9]([C:11]([F:13])([F:14])[F:12])[CH:8]=1)[CH2:4][N:1]1[C:46]([C:47]2[CH:48]=[CH:49][N:50]=[CH:51][CH:52]=2)=[C:45]([C:40]2[C:39]([C:37]([C:32]3[CH:33]=[CH:34][CH:35]=[CH:36][C:31]=3[Cl:30])=[O:38])=[CH:44][CH:43]=[CH:42][N:41]=2)[N:3]=[N:2]1. The catalyst class is: 549. (2) Reactant: [CH3:1][O:2][C:3]([C:5]1[S:6][C:7](N)=[C:8]([C:20]#[N:21])[C:9]=1[C:10]1[CH:15]=[CH:14][C:13]([C:16]([CH3:19])([CH3:18])[CH3:17])=[CH:12][CH:11]=1)=[O:4].[I:23]CI.N(OCCC(C)C)=O. Product: [CH3:1][O:2][C:3]([C:5]1[S:6][C:7]([I:23])=[C:8]([C:20]#[N:21])[C:9]=1[C:10]1[CH:15]=[CH:14][C:13]([C:16]([CH3:19])([CH3:18])[CH3:17])=[CH:12][CH:11]=1)=[O:4]. The catalyst class is: 10. (3) Reactant: [F:1][C:2]1[CH:3]=[C:4]([CH:8]=[CH:9][C:10]=1[C:11]([F:14])([F:13])[F:12])[C:5](O)=[O:6].B.Cl. Product: [F:1][C:2]1[CH:3]=[C:4]([CH:8]=[CH:9][C:10]=1[C:11]([F:12])([F:13])[F:14])[CH2:5][OH:6]. The catalyst class is: 7.